This data is from Catalyst prediction with 721,799 reactions and 888 catalyst types from USPTO. The task is: Predict which catalyst facilitates the given reaction. Reactant: C(N(CC)CC)C.Cl.[N:9]1([CH2:14][C:15]2[CH:16]=[C:17]([CH:32]=[C:33]([Cl:35])[CH:34]=2)/[CH:18]=[CH:19]/[C:20]2[CH:25]=[CH:24][C:23]([N:26]3[CH2:31][CH2:30][NH:29][CH2:28][CH2:27]3)=[CH:22][CH:21]=2)[CH:13]=[CH:12][N:11]=[CH:10]1.[N:36]([CH2:39][C:40]([O:42][CH2:43][CH3:44])=[O:41])=[C:37]=[O:38]. Product: [N:9]1([CH2:14][C:15]2[CH:16]=[C:17]([CH:32]=[C:33]([Cl:35])[CH:34]=2)/[CH:18]=[CH:19]/[C:20]2[CH:25]=[CH:24][C:23]([N:26]3[CH2:27][CH2:28][N:29]([C:37]([NH:36][CH2:39][C:40]([O:42][CH2:43][CH3:44])=[O:41])=[O:38])[CH2:30][CH2:31]3)=[CH:22][CH:21]=2)[CH:13]=[CH:12][N:11]=[CH:10]1. The catalyst class is: 2.